From a dataset of Full USPTO retrosynthesis dataset with 1.9M reactions from patents (1976-2016). Predict the reactants needed to synthesize the given product. (1) Given the product [F:18][C:15]1[CH:16]=[CH:17][C:4]2[C:3](=[CH:2][C:27]3[CH:36]=[CH:35][C:30]4[NH:31][C:32](=[O:34])[NH:33][C:29]=4[CH:28]=3)[C:9]3[CH:10]=[CH:11][CH:12]=[CH:13][C:8]=3[CH2:7][O:6][C:5]=2[CH:14]=1, predict the reactants needed to synthesize it. The reactants are: Br[CH:2]=[C:3]1[C:9]2[CH:10]=[CH:11][CH:12]=[CH:13][C:8]=2[CH2:7][O:6][C:5]2[CH:14]=[C:15]([F:18])[CH:16]=[CH:17][C:4]1=2.CC1(C)C(C)(C)OB([C:27]2[CH:36]=[CH:35][C:30]3[NH:31][C:32](=[O:34])[NH:33][C:29]=3[CH:28]=2)O1. (2) Given the product [N:1]12[CH2:8][CH2:7][CH:4]([CH2:5][CH2:6]1)[CH:3]([O:9][C:20](=[O:21])[NH:19][C:15]1[CH:16]=[CH:17][CH:18]=[C:13]([Br:12])[CH:14]=1)[CH2:2]2, predict the reactants needed to synthesize it. The reactants are: [N:1]12[CH2:8][CH2:7][CH:4]([CH2:5][CH2:6]1)[CH:3]([OH:9])[CH2:2]2.[H-].[Na+].[Br:12][C:13]1[CH:14]=[C:15]([N:19]=[C:20]=[O:21])[CH:16]=[CH:17][CH:18]=1. (3) Given the product [CH3:4][C:5]1[CH:10]=[C:9]([CH3:11])[CH:8]=[CH:7][C:6]=1[C:12]1[CH:17]=[CH:16][N:15]=[C:14]2[NH:18][CH:19]=[C:20]([CH:21]=[N:2][OH:3])[C:13]=12, predict the reactants needed to synthesize it. The reactants are: Cl.[NH2:2][OH:3].[CH3:4][C:5]1[CH:10]=[C:9]([CH3:11])[CH:8]=[CH:7][C:6]=1[C:12]1[CH:17]=[CH:16][N:15]=[C:14]2[NH:18][CH:19]=[C:20]([CH:21]=O)[C:13]=12.C([O-])(=O)C.[Na+]. (4) Given the product [CH3:1][O:2][C:3]1[C:4]([CH2:13][OH:14])([CH2:17][CH2:18][CH:19]([CH3:20])[CH3:21])[C:5]2[C:10]([CH2:11][CH:12]=1)=[CH:9][CH:8]=[CH:7][CH:6]=2, predict the reactants needed to synthesize it. The reactants are: [CH3:1][O:2][C:3]1[C:4]([CH2:17][CH2:18][CH:19]([CH3:21])[CH3:20])([C:13](OC)=[O:14])[C:5]2[C:10]([CH2:11][CH:12]=1)=[CH:9][CH:8]=[CH:7][CH:6]=2.[H-].[Al+3].[Li+].[H-].[H-].[H-].